This data is from Catalyst prediction with 721,799 reactions and 888 catalyst types from USPTO. The task is: Predict which catalyst facilitates the given reaction. (1) Reactant: [NH2:1][C:2]1[CH:3]=[CH:4][C:5]([CH3:11])=[C:6]([CH:10]=1)[C:7]([OH:9])=[O:8].[F:12][C:13]1[C:20]([F:21])=[C:19]([C:22]([F:25])([F:24])[F:23])[C:18]([F:26])=[C:17]([F:27])[C:14]=1[CH2:15]Br. Product: [CH3:11][C:5]1[CH:4]=[CH:3][C:2]([NH:1][CH2:15][C:14]2[C:17]([F:27])=[C:18]([F:26])[C:19]([C:22]([F:23])([F:25])[F:24])=[C:20]([F:21])[C:13]=2[F:12])=[CH:10][C:6]=1[C:7]([OH:9])=[O:8]. The catalyst class is: 3. (2) Reactant: [F:1][C:2]1[CH:7]=[CH:6][C:5]([C:8]2[S:9][C:10]([C:23]3[CH:28]=[CH:27][C:26]([CH:29]4[CH2:32][N:31](C(OC(C)(C)C)=O)[CH2:30]4)=[CH:25][CH:24]=3)=[C:11]([C@@H:13]3[CH2:18][CH2:17][CH2:16][CH2:15][C@H:14]3[C:19]([O:21][CH3:22])=[O:20])[N:12]=2)=[CH:4][CH:3]=1.[F:40][C:41]([F:46])([F:45])[C:42]([OH:44])=[O:43]. Product: [F:40][C:41]([F:46])([F:45])[C:42]([O-:44])=[O:43].[F:1][C:2]1[CH:7]=[CH:6][C:5]([C:8]2[S:9][C:10]([C:23]3[CH:24]=[CH:25][C:26]([CH:29]4[CH2:30][NH2+:31][CH2:32]4)=[CH:27][CH:28]=3)=[C:11]([C@@H:13]3[CH2:18][CH2:17][CH2:16][CH2:15][C@H:14]3[C:19]([O:21][CH3:22])=[O:20])[N:12]=2)=[CH:4][CH:3]=1. The catalyst class is: 4. (3) Reactant: [CH3:1][N:2]1[C:6]2[N:7]=[CH:8][N:9]=[C:10]([N:11]3[C:15]4=[N:16][CH:17]=[CH:18][CH:19]=[C:14]4[C:13]([C:20]([O:22]C)=[O:21])=[CH:12]3)[C:5]=2[CH:4]=[CH:3]1.O1CCCC1.[Li]. Product: [CH3:1][N:2]1[C:6]2[N:7]=[CH:8][N:9]=[C:10]([N:11]3[C:15]4=[N:16][CH:17]=[CH:18][CH:19]=[C:14]4[C:13]([C:20]([OH:22])=[O:21])=[CH:12]3)[C:5]=2[CH:4]=[CH:3]1. The catalyst class is: 6. (4) Reactant: [CH3:1][N:2]1[C:10]2[C:5](=[CH:6][C:7]([N+:11]([O-])=O)=[CH:8][CH:9]=2)[CH:4]=[C:3]1[C:14]([O:16][CH2:17][CH3:18])=[O:15]. Product: [NH2:11][C:7]1[CH:6]=[C:5]2[C:10](=[CH:9][CH:8]=1)[N:2]([CH3:1])[C:3]([C:14]([O:16][CH2:17][CH3:18])=[O:15])=[CH:4]2. The catalyst class is: 153. (5) Reactant: C([O:5][C:6]([C:8]1([S:14]([C:17]2[CH:22]=[CH:21][C:20]([C:23]3[CH:28]=[CH:27][C:26]([O:29][CH2:30][CH2:31][O:32][CH2:33][CH3:34])=[CH:25][CH:24]=3)=[CH:19][CH:18]=2)(=[O:16])=[O:15])[CH2:13][CH2:12][O:11][CH2:10][CH2:9]1)=[O:7])(C)(C)C.C(O)(C(F)(F)F)=O. Product: [CH2:33]([O:32][CH2:31][CH2:30][O:29][C:26]1[CH:27]=[CH:28][C:23]([C:20]2[CH:21]=[CH:22][C:17]([S:14]([C:8]3([C:6]([OH:7])=[O:5])[CH2:13][CH2:12][O:11][CH2:10][CH2:9]3)(=[O:16])=[O:15])=[CH:18][CH:19]=2)=[CH:24][CH:25]=1)[CH3:34]. The catalyst class is: 2. (6) Reactant: Br[C:2]1[S:6][C:5]([CH:7]=[CH:8][C:9]([OH:11])=[O:10])=[CH:4][CH:3]=1.[F:12][C:13]1[CH:18]=[CH:17][CH:16]=[CH:15][C:14]=1B(O)O.C(=O)([O-])[O-].[Na+].[Na+]. Product: [F:12][C:13]1[CH:18]=[CH:17][CH:16]=[CH:15][C:14]=1[C:2]1[S:6][C:5]([CH:7]=[CH:8][C:9]([OH:11])=[O:10])=[CH:4][CH:3]=1. The catalyst class is: 104. (7) Reactant: [CH3:1][C:2]1[CH:7]=[CH:6][C:5]([NH:8][S:9]([C:12]2[CH:17]=[CH:16][CH:15]=[C:14]([CH3:18])[CH:13]=2)(=[O:11])=[O:10])=[CH:4][C:3]=1[NH:19][C:20]([CH2:22][C:23]1[CH:30]=[CH:29][C:26]([C:27]#[N:28])=[CH:25][CH:24]=1)=[O:21].Cl.C(=O)([O-])[O-].[NH4+:36].[NH4+]. The catalyst class is: 8. Product: [CH3:1][C:2]1[CH:7]=[CH:6][C:5]([NH:8][S:9]([C:12]2[CH:17]=[CH:16][CH:15]=[C:14]([CH3:18])[CH:13]=2)(=[O:11])=[O:10])=[CH:4][C:3]=1[NH:19][C:20]([CH2:22][C:23]1[CH:24]=[CH:25][C:26]([C:27]([NH2:36])=[NH:28])=[CH:29][CH:30]=1)=[O:21]. (8) Reactant: Cl[CH2:2][CH2:3][CH2:4][S:5]([O:8][CH2:9][C:10]([CH3:23])([CH3:22])[C@@H:11]([O:14][CH2:15][C:16]1[CH:21]=[CH:20][CH:19]=[CH:18][CH:17]=1)[CH:12]=[CH2:13])(=[O:7])=[O:6].[N-:24]=[N+:25]=[N-:26].[Na+]. Product: [N:24]([CH2:2][CH2:3][CH2:4][S:5]([O:8][CH2:9][C:10]([CH3:23])([CH3:22])[C@@H:11]([O:14][CH2:15][C:16]1[CH:21]=[CH:20][CH:19]=[CH:18][CH:17]=1)[CH:12]=[CH2:13])(=[O:7])=[O:6])=[N+:25]=[N-:26]. The catalyst class is: 16.